Dataset: Forward reaction prediction with 1.9M reactions from USPTO patents (1976-2016). Task: Predict the product of the given reaction. (1) The product is: [F:19][C:18]([F:21])([F:20])[C:15]1[CH:16]=[CH:17][C:12]([O:11][C:8]2[CH:9]=[CH:10][C:5]([O:4][C:2]([N:32]3[CH2:31][CH2:30][N:29]([C:24]4[CH:25]=[CH:26][CH:27]=[CH:28][C:23]=4[Cl:22])[CH2:34][CH2:33]3)=[O:3])=[CH:6][CH:7]=2)=[N:13][CH:14]=1. Given the reactants Cl[C:2]([O:4][C:5]1[CH:10]=[CH:9][C:8]([O:11][C:12]2[CH:17]=[CH:16][C:15]([C:18]([F:21])([F:20])[F:19])=[CH:14][N:13]=2)=[CH:7][CH:6]=1)=[O:3].[Cl:22][C:23]1[CH:28]=[CH:27][CH:26]=[CH:25][C:24]=1[N:29]1[CH2:34][CH2:33][NH:32][CH2:31][CH2:30]1, predict the reaction product. (2) Given the reactants [CH3:1][O:2][C:3]1[CH:4]=[C:5]2[C:10](=[CH:11][C:12]=1[O:13][CH3:14])[N:9]=[CH:8][CH:7]=[C:6]2[O:15][C:16]1[C:22]([CH3:23])=[CH:21][C:19]([NH2:20])=[C:18]([CH3:24])[CH:17]=1.[CH3:25][O:26][C:27]1[CH:32]=[CH:31][CH:30]=[CH:29][C:28]=1[N:33]=[C:34]=[O:35].CO, predict the reaction product. The product is: [CH3:1][O:2][C:3]1[CH:4]=[C:5]2[C:10](=[CH:11][C:12]=1[O:13][CH3:14])[N:9]=[CH:8][CH:7]=[C:6]2[O:15][C:16]1[C:22]([CH3:23])=[CH:21][C:19]([NH:20][C:34]([NH:33][C:28]2[CH:29]=[CH:30][CH:31]=[CH:32][C:27]=2[O:26][CH3:25])=[O:35])=[C:18]([CH3:24])[CH:17]=1. (3) Given the reactants [F:1][C:2]1[CH:7]=[CH:6][C:5]([O:8][CH2:9][C@@H:10]2[CH2:14][CH2:13][CH2:12][O:11]2)=[CH:4][C:3]=1B1OC(C)(C)C(C)(C)O1.[NH2:24][C:25]1[C:26]2[C:33](I)=[CH:32][N:31]([CH:35]3[CH2:38][C:37]([CH2:40][OH:41])([OH:39])[CH2:36]3)[C:27]=2[N:28]=[CH:29][N:30]=1.[O-]P([O-])([O-])=O.[K+].[K+].[K+].C([O-])([O-])=O.[Na+].[Na+], predict the reaction product. The product is: [NH2:24][C:25]1[C:26]2[C:33]([C:3]3[CH:4]=[C:5]([O:8][CH2:9][C@@H:10]4[CH2:14][CH2:13][CH2:12][O:11]4)[CH:6]=[CH:7][C:2]=3[F:1])=[CH:32][N:31]([CH:35]3[CH2:36][C:37]([CH2:40][OH:41])([OH:39])[CH2:38]3)[C:27]=2[N:28]=[CH:29][N:30]=1. (4) Given the reactants [F:1][C:2]1[C:11]2[O:10][CH2:9][CH:8]([CH2:12]OS(C3C=CC(C)=CC=3)(=O)=O)[O:7][C:6]=2[CH:5]=[C:4]([S:24]([CH3:27])(=[O:26])=[O:25])[CH:3]=1.[CH3:28][CH:29]([NH2:31])[CH3:30], predict the reaction product. The product is: [F:1][C:2]1[C:11]2[O:10][CH2:9][CH:8]([CH2:12][NH:31][CH:29]([CH3:30])[CH3:28])[O:7][C:6]=2[CH:5]=[C:4]([S:24]([CH3:27])(=[O:25])=[O:26])[CH:3]=1. (5) Given the reactants [N:1]1([C:7]2[CH:8]=[CH:9][C:10]3[N:11]([C:13]([C:16]([F:19])([F:18])[F:17])=[N:14][N:15]=3)[N:12]=2)[CH2:6][CH2:5][NH:4][CH2:3][CH2:2]1.[N+:20]([C:23]1[CH:24]=[C:25]([CH:28]=[CH:29][CH:30]=1)[CH:26]=O)([O-:22])=[O:21], predict the reaction product. The product is: [N+:20]([C:23]1[CH:24]=[C:25]([CH2:26][N:4]2[CH2:3][CH2:2][N:1]([C:7]3[CH:8]=[CH:9][C:10]4[N:11]([C:13]([C:16]([F:17])([F:18])[F:19])=[N:14][N:15]=4)[N:12]=3)[CH2:6][CH2:5]2)[CH:28]=[CH:29][CH:30]=1)([O-:22])=[O:21]. (6) Given the reactants Br[C:2]1[CH:7]=[CH:6][C:5]([CH3:8])=[CH:4][CH:3]=1.[C:9]1(B(O)O)[CH:14]=[CH:13][CH:12]=[CH:11][CH:10]=1.[O-]P([O-])([O-])=O.[K+].[K+].[K+], predict the reaction product. The product is: [C:9]1([C:2]2[CH:7]=[CH:6][C:5]([CH3:8])=[CH:4][CH:3]=2)[CH:14]=[CH:13][CH:12]=[CH:11][CH:10]=1.